Dataset: Catalyst prediction with 721,799 reactions and 888 catalyst types from USPTO. Task: Predict which catalyst facilitates the given reaction. (1) The catalyst class is: 8. Product: [CH2:6]([O:5][C:3](=[O:4])[C:2]([S:15][C:11]([CH3:12])([CH3:10])[CH2:13][CH3:14])([CH3:9])[CH3:8])[CH3:7]. Reactant: Br[C:2]([CH3:9])([CH3:8])[C:3]([O:5][CH2:6][CH3:7])=[O:4].[CH3:10][C:11]([SH:15])([CH2:13][CH3:14])[CH3:12].[OH-].[K+]. (2) Reactant: [C:1](NCCCC(O)=O)([O:3][C:4]([CH3:7])([CH3:6])[CH3:5])=[O:2].[NH2:15][C:16]1[CH:17]=[C:18]([C:24]([C:28]2[CH:33]=[CH:32][C:31]([O:34][CH3:35])=[C:30]([O:36][CH2:37][CH3:38])[CH:29]=2)=[CH:25][C:26]#[N:27])[CH:19]=[CH:20][C:21]=1[O:22][CH3:23].[CH:39]1([N:45]=C=[N:45][CH:39]2CC[CH2:42][CH2:41][CH2:40]2)CC[CH2:42][CH2:41][CH2:40]1.[OH:54]N1C2C=CC=CC=2N=N1. Product: [C:1]([N:15]([C:16]1[CH:17]=[C:18]([C:24]([C:28]2[CH:33]=[CH:32][C:31]([O:34][CH3:35])=[C:30]([O:36][CH2:37][CH3:38])[CH:29]=2)=[CH:25][C:26]#[N:27])[CH:19]=[CH:20][C:21]=1[O:22][CH3:23])[C:42](=[O:54])[CH2:41][CH2:40][CH2:39][NH2:45])([O:3][C:4]([CH3:5])([CH3:6])[CH3:7])=[O:2]. The catalyst class is: 39. (3) Reactant: Cl[CH2:2][CH2:3][CH2:4][S:5]([NH:8][C:9]1[CH:14]=[CH:13][C:12]([CH2:15][N:16]2[C:20]([CH3:21])=[C:19]([C:22]3[CH:27]=[CH:26][C:25]([C:28]#[N:29])=[C:24]([Cl:30])[CH:23]=3)[C:18]([CH3:31])=[N:17]2)=[CH:11][CH:10]=1)(=[O:7])=[O:6].[H-].[Na+].[Cl-].[NH4+]. Product: [Cl:30][C:24]1[CH:23]=[C:22]([C:19]2[C:18]([CH3:31])=[N:17][N:16]([CH2:15][C:12]3[CH:13]=[CH:14][C:9]([N:8]4[CH2:2][CH2:3][CH2:4][S:5]4(=[O:7])=[O:6])=[CH:10][CH:11]=3)[C:20]=2[CH3:21])[CH:27]=[CH:26][C:25]=1[C:28]#[N:29]. The catalyst class is: 3. (4) Reactant: [H-].[Na+].[Cl:3][C:4]1[CH:11]=[C:10]([OH:12])[CH:9]=[C:8]([Cl:13])[C:5]=1[CH:6]=[O:7].[CH3:14][O:15][CH2:16][CH2:17][O:18][CH2:19]Cl. Product: [Cl:3][C:4]1[CH:11]=[C:10]([O:12][CH2:14][O:15][CH2:16][CH2:17][O:18][CH3:19])[CH:9]=[C:8]([Cl:13])[C:5]=1[CH:6]=[O:7]. The catalyst class is: 9. (5) Reactant: Br[C:2]1[C:21]([O:22][CH:23]([CH3:25])[CH3:24])=[CH:20][C:5]2[C:6]([C:16]([NH:18][CH3:19])=[O:17])=[C:7]([C:9]3[CH:14]=[CH:13][C:12]([F:15])=[CH:11][CH:10]=3)[O:8][C:4]=2[CH:3]=1.[C:26]1(C)[CH:31]=CC=[CH:28][CH:27]=1.C(=O)([O-])[O-].[Cs+].[Cs+].C/C(/[B-](F)(F)F)=C\C.[K+]. Product: [CH3:31][C:26]([C:2]1[C:21]([O:22][CH:23]([CH3:25])[CH3:24])=[CH:20][C:5]2[C:6]([C:16]([NH:18][CH3:19])=[O:17])=[C:7]([C:9]3[CH:14]=[CH:13][C:12]([F:15])=[CH:11][CH:10]=3)[O:8][C:4]=2[CH:3]=1)=[CH:27][CH3:28]. The catalyst class is: 263.